This data is from Peptide-MHC class I binding affinity with 185,985 pairs from IEDB/IMGT. The task is: Regression. Given a peptide amino acid sequence and an MHC pseudo amino acid sequence, predict their binding affinity value. This is MHC class I binding data. (1) The peptide sequence is RRIFDLIEL. The MHC is HLA-B15:01 with pseudo-sequence HLA-B15:01. The binding affinity (normalized) is 0.213. (2) The peptide sequence is YKSRCYVGL. The MHC is HLA-A80:01 with pseudo-sequence HLA-A80:01. The binding affinity (normalized) is 0.0847. (3) The peptide sequence is RTRAGRHAF. The MHC is HLA-B83:01 with pseudo-sequence HLA-B83:01. The binding affinity (normalized) is 0.213. (4) The binding affinity (normalized) is 0.289. The MHC is HLA-A11:01 with pseudo-sequence HLA-A11:01. The peptide sequence is NTSVDLYAR. (5) The peptide sequence is YVPESDAAARV. The MHC is Mamu-A01 with pseudo-sequence Mamu-A01. The binding affinity (normalized) is 0.676. (6) The peptide sequence is ETNMITLLVK. The MHC is HLA-A11:01 with pseudo-sequence HLA-A11:01. The binding affinity (normalized) is 0.354. (7) The peptide sequence is KMKKKTWLV. The MHC is HLA-A02:01 with pseudo-sequence HLA-A02:01. The binding affinity (normalized) is 0.612.